The task is: Predict the reactants needed to synthesize the given product.. This data is from Full USPTO retrosynthesis dataset with 1.9M reactions from patents (1976-2016). (1) Given the product [CH2:1]([N:8]([CH2:32][CH2:33][CH2:34][CH2:35][CH2:36][CH3:37])[C:9](=[O:31])[CH2:10][C:11]1[CH:28]=[CH:27][C:14]([O:15][CH2:16][C:17]2[CH:26]=[CH:25][CH:24]=[CH:23][C:18]=2[C:19]([OH:21])=[O:20])=[C:13]([O:29][CH3:30])[CH:12]=1)[C:2]1[CH:7]=[CH:6][CH:5]=[CH:4][CH:3]=1, predict the reactants needed to synthesize it. The reactants are: [CH2:1]([N:8]([CH2:32][CH2:33][CH2:34][CH2:35][CH2:36][CH3:37])[C:9](=[O:31])[CH2:10][C:11]1[CH:28]=[CH:27][C:14]([O:15][CH2:16][C:17]2[CH:26]=[CH:25][CH:24]=[CH:23][C:18]=2[C:19]([O:21]C)=[O:20])=[C:13]([O:29][CH3:30])[CH:12]=1)[C:2]1[CH:7]=[CH:6][CH:5]=[CH:4][CH:3]=1.[OH-].[Li+].Cl. (2) Given the product [CH:23]1([O:28][C:29](=[O:48])[C@@H:30]([NH:38][CH2:39][C:40]2[CH:41]=[CH:42][C:43]([CH2:46][NH:47][CH2:21][C:18]3[CH:19]=[CH:20][C:14]4[CH:13]=[C:12]([C:10](=[O:11])[NH:9][O:8][CH:6]([O:5][CH2:1][CH:2]([CH3:3])[CH3:4])[CH3:7])[S:16][C:15]=4[CH:17]=3)=[CH:44][CH:45]=2)[CH2:31][C:32]2[CH:37]=[CH:36][CH:35]=[CH:34][CH:33]=2)[CH2:24][CH2:25][CH2:26][CH2:27]1, predict the reactants needed to synthesize it. The reactants are: [CH2:1]([O:5][CH:6]([O:8][NH:9][C:10]([C:12]1[S:16][C:15]2[CH:17]=[C:18]([CH:21]=O)[CH:19]=[CH:20][C:14]=2[CH:13]=1)=[O:11])[CH3:7])[CH:2]([CH3:4])[CH3:3].[CH:23]1([O:28][C:29](=[O:48])[C@@H:30]([NH:38][CH2:39][C:40]2[CH:45]=[CH:44][C:43]([CH2:46][NH2:47])=[CH:42][CH:41]=2)[CH2:31][C:32]2[CH:37]=[CH:36][CH:35]=[CH:34][CH:33]=2)[CH2:27][CH2:26][CH2:25][CH2:24]1.C(O[BH-](OC(=O)C)OC(=O)C)(=O)C.[Na+].C(=O)([O-])O.[Na+]. (3) The reactants are: [I:1][C:2]1[CH:7]=[CH:6][C:5]([NH:8][C:9]2[N:14]=[CH:13][CH:12]=[CH:11][N:10]=2)=[CH:4][CH:3]=1.Br.Br[CH2:17][C:18]1[CH:23]=[CH:22][CH:21]=[CH:20][N:19]=1.[H-].[Na+]. Given the product [I:1][C:2]1[CH:3]=[CH:4][C:5]([N:8]([CH2:17][C:18]2[CH:23]=[CH:22][CH:21]=[CH:20][N:19]=2)[C:9]2[N:10]=[CH:11][CH:12]=[CH:13][N:14]=2)=[CH:6][CH:7]=1, predict the reactants needed to synthesize it. (4) Given the product [CH3:35][N:28]1[CH2:29][CH2:30][C@@H:25]([C:10]2[CH:11]=[C:12]3[C:21](=[CH:22][C:9]=2[C:4]2[CH:5]=[CH:6][CH:7]=[CH:8][C:3]=2[F:2])[O:20][CH2:19][C:18]2[N:13]3[C@H:14]([CH3:24])[C:15](=[O:23])[NH:16][N:17]=2)[C@@H:26]([CH3:31])[CH2:27]1, predict the reactants needed to synthesize it. The reactants are: Cl.[F:2][C:3]1[CH:8]=[CH:7][CH:6]=[CH:5][C:4]=1[C:9]1[CH:22]=[C:21]2[C:12]([N:13]3[C:18]([CH2:19][O:20]2)=[N:17][NH:16][C:15](=[O:23])[C@H:14]3[CH3:24])=[CH:11][C:10]=1[C@@H:25]1[CH2:30][CH2:29][NH:28][CH2:27][C@@H:26]1[CH3:31].C=O.[B-][C:35]#N.[Na+]. (5) The reactants are: [F:1][C:2]1[CH:3]=[C:4]([OH:9])[CH:5]=[CH:6][C:7]=1[F:8].[Br:10][C:11]1[CH:16]=[CH:15][CH:14]=[C:13](Br)[N:12]=1.C([O-])([O-])=O.[Cs+].[Cs+].[OH-].[Na+]. Given the product [Br:10][C:11]1[CH:16]=[CH:15][CH:14]=[C:13]([O:9][C:4]2[CH:5]=[CH:6][C:7]([F:8])=[C:2]([F:1])[CH:3]=2)[N:12]=1, predict the reactants needed to synthesize it.